From a dataset of Reaction yield outcomes from USPTO patents with 853,638 reactions. Predict the reaction yield, written as a fraction of the theoretical maximum amount of product (1.0 means a 100% yield; for example, 0.34 means a 34% yield). The reactants are C[O:2][C:3]1[CH:12]=[CH:11][C:10]2[C:5](=[CH:6][C:7]([O:13][CH3:14])=[CH:8][N:9]=2)[N:4]=1.Br. The catalyst is C(O)(=O)C. The product is [CH3:14][O:13][C:7]1[CH:6]=[C:5]2[C:10]([CH:11]=[CH:12][C:3](=[O:2])[NH:4]2)=[N:9][CH:8]=1. The yield is 0.860.